Regression. Given two drug SMILES strings and cell line genomic features, predict the synergy score measuring deviation from expected non-interaction effect. From a dataset of NCI-60 drug combinations with 297,098 pairs across 59 cell lines. (1) Drug 2: CCCCCOC(=O)NC1=NC(=O)N(C=C1F)C2C(C(C(O2)C)O)O. Synergy scores: CSS=7.20, Synergy_ZIP=-1.26, Synergy_Bliss=-2.53, Synergy_Loewe=-37.6, Synergy_HSA=-1.29. Drug 1: CC1C(C(CC(O1)OC2CC(OC(C2O)C)OC3=CC4=CC5=C(C(=O)C(C(C5)C(C(=O)C(C(C)O)O)OC)OC6CC(C(C(O6)C)O)OC7CC(C(C(O7)C)O)OC8CC(C(C(O8)C)O)(C)O)C(=C4C(=C3C)O)O)O)O. Cell line: HOP-92. (2) Drug 1: CC1=C(C=C(C=C1)C(=O)NC2=CC(=CC(=C2)C(F)(F)F)N3C=C(N=C3)C)NC4=NC=CC(=N4)C5=CN=CC=C5. Drug 2: CS(=O)(=O)OCCCCOS(=O)(=O)C. Cell line: MALME-3M. Synergy scores: CSS=11.5, Synergy_ZIP=-6.18, Synergy_Bliss=-3.81, Synergy_Loewe=-0.300, Synergy_HSA=-0.588. (3) Synergy scores: CSS=2.93, Synergy_ZIP=-0.108, Synergy_Bliss=0.464, Synergy_Loewe=-5.22, Synergy_HSA=-1.89. Drug 1: CC1=C(C=C(C=C1)NC2=NC=CC(=N2)N(C)C3=CC4=NN(C(=C4C=C3)C)C)S(=O)(=O)N.Cl. Drug 2: CN(C)N=NC1=C(NC=N1)C(=O)N. Cell line: MALME-3M. (4) Drug 1: C1=CC(=CC=C1CC(C(=O)O)N)N(CCCl)CCCl.Cl. Drug 2: CS(=O)(=O)OCCCCOS(=O)(=O)C. Cell line: MCF7. Synergy scores: CSS=12.7, Synergy_ZIP=-8.33, Synergy_Bliss=3.14, Synergy_Loewe=-4.41, Synergy_HSA=3.17. (5) Drug 1: C1CC(=O)NC(=O)C1N2C(=O)C3=CC=CC=C3C2=O. Drug 2: CC12CCC3C(C1CCC2OP(=O)(O)O)CCC4=C3C=CC(=C4)OC(=O)N(CCCl)CCCl.[Na+]. Cell line: LOX IMVI. Synergy scores: CSS=7.75, Synergy_ZIP=-4.49, Synergy_Bliss=-6.53, Synergy_Loewe=-12.3, Synergy_HSA=-10.9. (6) Synergy scores: CSS=12.9, Synergy_ZIP=-4.95, Synergy_Bliss=-1.10, Synergy_Loewe=-1.99, Synergy_HSA=-0.661. Drug 1: CC1=C(C=C(C=C1)NC2=NC=CC(=N2)N(C)C3=CC4=NN(C(=C4C=C3)C)C)S(=O)(=O)N.Cl. Drug 2: CC(CN1CC(=O)NC(=O)C1)N2CC(=O)NC(=O)C2. Cell line: IGROV1.